This data is from Full USPTO retrosynthesis dataset with 1.9M reactions from patents (1976-2016). The task is: Predict the reactants needed to synthesize the given product. (1) Given the product [Cl:15][C:4]1[N:3]=[C:2]([CH3:1])[C:7]([C:8]([O:10][CH3:11])=[O:9])=[CH:6][CH:5]=1.[Cl:15][CH2:1][C:2]1[C:7]([C:8]([O:10][CH3:11])=[O:9])=[CH:6][CH:5]=[CH:4][N:3]=1, predict the reactants needed to synthesize it. The reactants are: [CH3:1][C:2]1[C:7]([C:8]([O:10][CH3:11])=[O:9])=[CH:6][CH:5]=[CH:4][N+:3]=1[O-].O=P(Cl)(Cl)[Cl:15].C([O-])([O-])=O.[Na+].[Na+]. (2) Given the product [O:1]([C:9]1[CH:10]=[C:11]([C@@H:23]([OH:28])[CH2:24][NH2:25])[CH:12]=[CH:13][C:14]=1[O:15][Si:16]([C:19]([CH3:21])([CH3:20])[CH3:22])([CH3:18])[CH3:17])[Si:2]([C:5]([CH3:8])([CH3:6])[CH3:7])([CH3:4])[CH3:3], predict the reactants needed to synthesize it. The reactants are: [O:1]([C:9]1[CH:10]=[C:11]([C@@H:23]([OH:28])[CH2:24][N+:25]([O-])=O)[CH:12]=[CH:13][C:14]=1[O:15][Si:16]([C:19]([CH3:22])([CH3:21])[CH3:20])([CH3:18])[CH3:17])[Si:2]([C:5]([CH3:8])([CH3:7])[CH3:6])([CH3:4])[CH3:3].[H][H]. (3) Given the product [F:1][C:2]1[CH:3]=[N:4][C:5]([NH:8][C:9]2[S:10][C:11]3[CH2:17][CH2:16][N:15]([CH2:18][CH2:19][CH2:20][NH:21][CH3:22])[C:14]4=[N:23][NH:24][CH:25]=[C:13]4[C:12]=3[N:35]=2)=[N:6][CH:7]=1, predict the reactants needed to synthesize it. The reactants are: [F:1][C:2]1[CH:3]=[N:4][C:5]([NH:8][C:9]2[S:10][C:11]3[CH2:17][CH2:16][N:15]([CH2:18][CH2:19][CH2:20][NH:21][CH3:22])[C:14]4=[N:23][N:24](CC5C=CC(OC)=CC=5)[CH:25]=[C:13]4[C:12]=3[N:35]=2)=[N:6][CH:7]=1.